From a dataset of Catalyst prediction with 721,799 reactions and 888 catalyst types from USPTO. Predict which catalyst facilitates the given reaction. (1) Reactant: [Si]([O:8][C@H:9]([CH2:35][O:36][C:37]1[CH:42]=[CH:41][CH:40]=[CH:39][CH:38]=1)[CH2:10][NH:11][CH2:12][C@H:13]1[CH2:22][CH2:21][C:20]2[C:15](=[CH:16][CH:17]=[C:18]([N:23]([CH3:34])[C:24]3[CH:33]=[CH:32][C:27]([C:28]([O:30][CH3:31])=[O:29])=[CH:26][CH:25]=3)[CH:19]=2)[O:14]1)(C(C)(C)C)(C)C.[ClH:43]. The catalyst class is: 12. Product: [ClH:43].[OH:8][C@H:9]([CH2:35][O:36][C:37]1[CH:38]=[CH:39][CH:40]=[CH:41][CH:42]=1)[CH2:10][NH:11][CH2:12][C@H:13]1[CH2:22][CH2:21][C:20]2[C:15](=[CH:16][CH:17]=[C:18]([N:23]([CH3:34])[C:24]3[CH:33]=[CH:32][C:27]([C:28]([O:30][CH3:31])=[O:29])=[CH:26][CH:25]=3)[CH:19]=2)[O:14]1. (2) Reactant: C([O-])([O-])=O.[Ca+2].Cl.[Cl:7][C:8]1[CH:9]=[CH:10][C:11]([CH:19]([CH3:21])[CH3:20])=[C:12]([CH:18]=1)[CH2:13][NH:14][CH:15]1[CH2:17][CH2:16]1.[F:22][CH:23]([F:33])[C:24]1[C:28]([CH:29]=[O:30])=[C:27]([F:31])[N:26]([CH3:32])[N:25]=1.[O-]Cl.[Na+]. Product: [Cl:7][C:8]1[CH:9]=[CH:10][C:11]([CH:19]([CH3:21])[CH3:20])=[C:12]([CH:18]=1)[CH2:13][N:14]([CH:15]1[CH2:17][CH2:16]1)[C:29]([C:28]1[C:24]([CH:23]([F:33])[F:22])=[N:25][N:26]([CH3:32])[C:27]=1[F:31])=[O:30]. The catalyst class is: 10. (3) Reactant: [NH2:1][C:2]12[CH2:9][CH:8]3[CH2:10][C:4]([CH2:11][N:12]4[C:20](=[O:21])[C:19]5[C:14](=[CH:15][CH:16]=[CH:17][CH:18]=5)[C:13]4=[O:22])([CH2:5][CH:6]1[CH2:7]3)[CH2:3]2.C([O-])([O-])=O.[K+].[K+].Cl[CH2:30][C:31]([N:33]1[CH2:37][CH2:36][CH2:35][C@H:34]1[C:38]#[N:39])=[O:32]. Product: [O:21]=[C:20]1[C:19]2[C:14](=[CH:15][CH:16]=[CH:17][CH:18]=2)[C:13](=[O:22])[N:12]1[CH2:11][C:4]12[CH2:10][CH:8]3[CH2:9][C:2]([NH:1][CH2:30][C:31]([N:33]4[CH2:37][CH2:36][CH2:35][C@H:34]4[C:38]#[N:39])=[O:32])([CH2:3]1)[CH:6]([CH2:7]3)[CH2:5]2. The catalyst class is: 197. (4) Reactant: Cl[S:2]([C:5]1[CH:6]=[C:7]2[C:11](=[CH:12][CH:13]=1)[NH:10][C:9](=[O:14])[CH2:8]2)(=[O:4])=[O:3].[NH:15]1[CH2:20][CH2:19][O:18][CH2:17][CH2:16]1. Product: [N:15]1([S:2]([C:5]2[CH:6]=[C:7]3[C:11](=[CH:12][CH:13]=2)[NH:10][C:9](=[O:14])[CH2:8]3)(=[O:4])=[O:3])[CH2:20][CH2:19][O:18][CH2:17][CH2:16]1. The catalyst class is: 4. (5) Reactant: [CH3:1][O:2][C:3]1[CH:8]=[CH:7][C:6]([Mg]Br)=[CH:5][CH:4]=1.[CH2:11]([N:18]1[CH2:23][CH2:22][C:21](=[O:24])[CH2:20][CH2:19]1)[C:12]1[CH:17]=[CH:16][CH:15]=[CH:14][CH:13]=1. Product: [CH2:11]([N:18]1[CH2:23][CH2:22][C:21]([C:6]2[CH:7]=[CH:8][C:3]([O:2][CH3:1])=[CH:4][CH:5]=2)([OH:24])[CH2:20][CH2:19]1)[C:12]1[CH:13]=[CH:14][CH:15]=[CH:16][CH:17]=1. The catalyst class is: 1.